This data is from Forward reaction prediction with 1.9M reactions from USPTO patents (1976-2016). The task is: Predict the product of the given reaction. (1) The product is: [C:13]([C:12]1[C:2]([C:27]2[CH:32]=[CH:31][CH:30]=[CH:29][C:28]=2[CH:16]([CH3:17])[CH3:23])=[CH:3][C:4]([C:5]([O:7][CH2:8][CH3:9])=[O:6])=[CH:10][CH:11]=1)#[N:14]. Given the reactants Br[C:2]1[CH:3]=[C:4]([CH:10]=[CH:11][C:12]=1[C:13]#[N:14])[C:5]([O:7][CH2:8][CH3:9])=[O:6].Br[C:16]1[CH:17]=C(C=C[C:23]=1F)C=O.CO[C:27]1[CH:32]=[CH:31][CH:30]=[CH:29][C:28]=1B(O)O, predict the reaction product. (2) Given the reactants [CH3:1][C:2]([CH3:16])([CH3:15])[CH:3]([OH:14])[CH2:4][C:5]1[CH:10]=[CH:9][CH:8]=[CH:7][C:6]=1[N+:11]([O-])=O.S(=O)(=O)(O)O.[H][H], predict the reaction product. The product is: [NH2:11][C:6]1[CH:7]=[CH:8][CH:9]=[CH:10][C:5]=1[CH2:4][CH:3]([OH:14])[C:2]([CH3:15])([CH3:1])[CH3:16]. (3) Given the reactants [C:1]([C:3]1[CH:4]=[C:5]([CH2:9][N:10]2[C:15]([OH:16])=[C:14]([C:17]([NH:19][CH2:20][C:21]([O:23]CC)=[O:22])=[O:18])[C:13](=[O:26])[N:12]([CH2:27][C:28]3[CH:33]=[CH:32][CH:31]=[CH:30][CH:29]=3)[C:11]2=[O:34])[CH:6]=[CH:7][CH:8]=1)#[N:2].OC1NC(=O)N(CC2C=CC=CC=2)C(=O)C=1C(NCC(OCC)=O)=O.C(C1C=C(C=CC=1)CBr)#N.C(=O)([O-])[O-].[Na+].[Na+].Cl, predict the reaction product. The product is: [C:1]([C:3]1[CH:4]=[C:5]([CH2:9][N:10]2[C:15]([OH:16])=[C:14]([C:17]([NH:19][CH2:20][C:21]([OH:23])=[O:22])=[O:18])[C:13](=[O:26])[N:12]([CH2:27][C:28]3[CH:29]=[CH:30][CH:31]=[CH:32][CH:33]=3)[C:11]2=[O:34])[CH:6]=[CH:7][CH:8]=1)#[N:2]. (4) Given the reactants [Br:1][C:2]1[C:3]([C:11]2[O:12][CH:13]=[CH:14][CH:15]=2)=[N:4][C:5]([NH2:10])=[N:6][C:7]=1[S:8][CH3:9].C1(C2[O:24]N2S(C2C=CC=CC=2)(=O)=O)C=CC=CC=1, predict the reaction product. The product is: [Br:1][C:2]1[C:3]([C:11]2[O:12][CH:13]=[CH:14][CH:15]=2)=[N:4][C:5]([NH2:10])=[N:6][C:7]=1[S:8]([CH3:9])=[O:24]. (5) Given the reactants [CH3:1][O:2][C:3]([C:5]1[N:10]=[C:9](Br)[C:8]2[N:12]=[C:13]([C:15]3[CH:20]=[CH:19][CH:18]=[CH:17][CH:16]=3)[O:14][C:7]=2[C:6]=1[OH:21])=[O:4].[CH3:22][Sn](C)(C)C, predict the reaction product. The product is: [CH3:1][O:2][C:3]([C:5]1[N:10]=[C:9]([CH3:22])[C:8]2[N:12]=[C:13]([C:15]3[CH:20]=[CH:19][CH:18]=[CH:17][CH:16]=3)[O:14][C:7]=2[C:6]=1[OH:21])=[O:4]. (6) Given the reactants [N+:1]([C:4]1[CH:5]=[C:6]([CH:8]=[CH:9][CH:10]=1)[NH2:7])([O-:3])=[O:2].[CH3:11][O-].[Na+].[BH4-].[Na+], predict the reaction product. The product is: [CH3:11][NH:7][C:6]1[CH:8]=[CH:9][CH:10]=[C:4]([N+:1]([O-:3])=[O:2])[CH:5]=1. (7) Given the reactants C([O:3][C:4]([C:6]1[CH:10]=[C:9]([OH:11])[N:8]([C:12]2[CH:17]=[CH:16][CH:15]=[CH:14][CH:13]=2)[N:7]=1)=[O:5])C.[H-].[Na+].Br[CH2:21][C:22](=[O:27])[C:23]([CH3:26])([CH3:25])[CH3:24], predict the reaction product. The product is: [CH3:24][C:23]([CH3:26])([CH3:25])[C:22](=[O:27])[CH2:21][O:11][C:9]1[N:8]([C:12]2[CH:13]=[CH:14][CH:15]=[CH:16][CH:17]=2)[N:7]=[C:6]([C:4]([OH:3])=[O:5])[CH:10]=1. (8) The product is: [NH2:1][C:4]1[CH:5]=[C:6]([CH:16]=[CH:17][CH:18]=1)[CH2:7][NH:8][C:9](=[O:15])[O:10][C:11]([CH3:14])([CH3:13])[CH3:12]. Given the reactants [N+:1]([C:4]1[CH:5]=[C:6]([CH:16]=[CH:17][CH:18]=1)[CH2:7][NH:8][C:9](=[O:15])[O:10][C:11]([CH3:14])([CH3:13])[CH3:12])([O-])=O, predict the reaction product. (9) Given the reactants [OH:1][CH:2]1[CH2:7][CH2:6][N:5]([C:8]([O:10][C:11]([CH3:14])([CH3:13])[CH3:12])=[O:9])[CH2:4][CH2:3]1.C(O[K])(C)(C)C.Cl[CH2:22][C:23]([N:25]1[CH2:30][CH2:29][O:28][CH2:27][CH2:26]1)=[O:24].O, predict the reaction product. The product is: [N:25]1([C:23](=[O:24])[CH2:22][O:1][CH:2]2[CH2:3][CH2:4][N:5]([C:8]([O:10][C:11]([CH3:14])([CH3:13])[CH3:12])=[O:9])[CH2:6][CH2:7]2)[CH2:30][CH2:29][O:28][CH2:27][CH2:26]1. (10) Given the reactants C1C=CC2N(O)N=NC=2C=1.C(N1CCOCC1)C.[CH3:19][O:20][C:21]1[CH:26]=[CH:25][C:24]([S:27]([NH:30][CH2:31][CH2:32][C:33]([OH:35])=O)(=[O:29])=[O:28])=[CH:23][CH:22]=1.[NH2:36][CH:37]([CH2:52][C:53]1[CH:58]=[CH:57][C:56]([Cl:59])=[CH:55][CH:54]=1)[C:38]([N:40]([CH2:44][CH:45]([O:49][CH2:50][CH3:51])[O:46][CH2:47][CH3:48])[CH:41]([CH3:43])[CH3:42])=[O:39], predict the reaction product. The product is: [Cl:59][C:56]1[CH:55]=[CH:54][C:53]([CH2:52][CH:37]([NH:36][C:33](=[O:35])[CH2:32][CH2:31][NH:30][S:27]([C:24]2[CH:23]=[CH:22][C:21]([O:20][CH3:19])=[CH:26][CH:25]=2)(=[O:28])=[O:29])[C:38]([N:40]([CH2:44][CH:45]([O:46][CH2:47][CH3:48])[O:49][CH2:50][CH3:51])[CH:41]([CH3:42])[CH3:43])=[O:39])=[CH:58][CH:57]=1.